Predict the reaction yield, written as a fraction of the theoretical maximum amount of product (1.0 means a 100% yield; for example, 0.34 means a 34% yield). From a dataset of Reaction yield outcomes from USPTO patents with 853,638 reactions. The reactants are [Br:1][C:2]1[CH:7]=[CH:6][C:5]([OH:8])=[CH:4][C:3]=1[F:9].CN(C=O)C.C(=O)([O-])[O-].[K+].[K+].[CH2:21](Br)[C:22]1[CH:27]=[CH:26][CH:25]=[CH:24][CH:23]=1. The catalyst is O. The product is [CH2:21]([O:8][C:5]1[CH:6]=[CH:7][C:2]([Br:1])=[C:3]([F:9])[CH:4]=1)[C:22]1[CH:27]=[CH:26][CH:25]=[CH:24][CH:23]=1. The yield is 1.00.